This data is from Reaction yield outcomes from USPTO patents with 853,638 reactions. The task is: Predict the reaction yield, written as a fraction of the theoretical maximum amount of product (1.0 means a 100% yield; for example, 0.34 means a 34% yield). (1) The reactants are [CH3:1][C:2]1[CH:7]=[CH:6][N:5]=[C:4]2[CH:8]=[CH:9][NH:10][C:3]=12.[I:11]N1C(=O)CCC1=O. The catalyst is C1COCC1. The product is [I:11][C:8]1[C:4]2=[N:5][CH:6]=[CH:7][C:2]([CH3:1])=[C:3]2[NH:10][CH:9]=1. The yield is 0.940. (2) The reactants are C([N:8](CC1C=CC=CC=1)[C:9]1[CH:14]=[CH:13][C:12]([F:15])=[C:11]([C:16]2[C:20]([C:21]3[CH:26]=[CH:25][N:24]=[CH:23][CH:22]=3)=[CH:19][N:18]([CH2:27][CH3:28])[N:17]=2)[C:10]=1[F:29])C1C=CC=CC=1. The catalyst is CO.[OH-].[OH-].[Pd+2]. The product is [CH2:27]([N:18]1[CH:19]=[C:20]([C:21]2[CH:26]=[CH:25][N:24]=[CH:23][CH:22]=2)[C:16]([C:11]2[C:10]([F:29])=[C:9]([NH2:8])[CH:14]=[CH:13][C:12]=2[F:15])=[N:17]1)[CH3:28]. The yield is 0.790. (3) The reactants are [Br:1][C:2]1[C:3]2[N:4]([CH:9]=[CH:10][N:11]=2)[N:5]=[C:6]([Cl:8])[CH:7]=1.C1C(=O)N([I:19])C(=O)C1.C(O)(C(F)(F)F)=O. The catalyst is C(Cl)(Cl)Cl. The product is [Br:1][C:2]1[C:3]2[N:4]([C:9]([I:19])=[CH:10][N:11]=2)[N:5]=[C:6]([Cl:8])[CH:7]=1. The yield is 0.760. (4) The reactants are [Cl:1][CH2:2][C@@H:3]1[C:11]2[C:6](=[CH:7][C:8]([OH:16])=[C:9]3[CH:14]=[C:13]([CH3:15])[S:12][C:10]3=2)[N:5]([C:17]([O:19][C:20]([CH3:23])([CH3:22])[CH3:21])=[O:18])[CH2:4]1.[C:24](Cl)(=[O:26])[CH3:25]. The catalyst is C(Cl)Cl. The product is [C:24]([O:16][C:8]1[CH:7]=[C:6]2[C:11]([C@@H:3]([CH2:2][Cl:1])[CH2:4][N:5]2[C:17]([O:19][C:20]([CH3:23])([CH3:22])[CH3:21])=[O:18])=[C:10]2[S:12][C:13]([CH3:15])=[CH:14][C:9]=12)(=[O:26])[CH3:25]. The yield is 0.740. (5) The reactants are [CH2:1]([O:3][C:4]1[C:8]([CH2:9][CH2:10][C:11]([O:13]CC)=O)=[CH:7][NH:6][N:5]=1)[CH3:2].Cl[C:17]1[CH:22]=[CH:21][C:20]([C:23]([F:26])([F:25])[F:24])=[CH:19][N:18]=1.C(=O)([O-])[O-].[K+].[K+].Cl. The catalyst is CN(C)C=O. The product is [CH2:1]([O:3][C:4]1[C:8]([CH2:9][CH2:10][CH2:11][OH:13])=[CH:7][N:6]([C:17]2[CH:22]=[CH:21][C:20]([C:23]([F:26])([F:25])[F:24])=[CH:19][N:18]=2)[N:5]=1)[CH3:2]. The yield is 0.320. (6) The reactants are [C:1]([C:5]1[CH:10]=[CH:9][CH:8]=[CH:7][C:6]=1[N:11]1[CH2:16][CH2:15][N:14]([C:17](=[O:21])[C:18](O)=[O:19])[CH2:13][CH2:12]1)([CH3:4])([CH3:3])[CH3:2].Cl.[NH2:23][CH2:24][CH2:25][C:26]1[CH:35]=[CH:34][C:29]([C:30]([O:32][CH3:33])=[O:31])=[CH:28][CH:27]=1.C(N(CC)CC)C.CCN=C=NCCCN(C)C.C1C=CC2N(O)N=NC=2C=1.C([O-])(O)=O.[Na+]. The catalyst is CN(C)C=O. The product is [C:1]([C:5]1[CH:10]=[CH:9][CH:8]=[CH:7][C:6]=1[N:11]1[CH2:12][CH2:13][N:14]([C:17](=[O:21])[C:18]([NH:23][CH2:24][CH2:25][C:26]2[CH:35]=[CH:34][C:29]([C:30]([O:32][CH3:33])=[O:31])=[CH:28][CH:27]=2)=[O:19])[CH2:15][CH2:16]1)([CH3:4])([CH3:2])[CH3:3]. The yield is 0.710.